From a dataset of Full USPTO retrosynthesis dataset with 1.9M reactions from patents (1976-2016). Predict the reactants needed to synthesize the given product. (1) The reactants are: Cl[C:2]1[N:7]=[C:6]([N:8]2[CH2:13][CH2:12][NH:11][CH2:10][CH2:9]2)[CH:5]=[N:4][CH:3]=1.[CH2:14]([OH:21])[C:15]1[CH:20]=[CH:19][CH:18]=[CH:17][CH:16]=1. Given the product [CH2:14]([O:21][C:2]1[CH:3]=[N:4][CH:5]=[C:6]([N:8]2[CH2:13][CH2:12][NH:11][CH2:10][CH2:9]2)[N:7]=1)[C:15]1[CH:20]=[CH:19][CH:18]=[CH:17][CH:16]=1, predict the reactants needed to synthesize it. (2) Given the product [OH2:22].[ClH:41].[CH:1]1([CH2:7][C@@H:8]([NH:24][C:39]([C:33]2([CH3:32])[CH2:38][CH2:37][CH2:36][CH2:35][CH2:34]2)=[O:40])[CH2:9][N:10]2[CH2:15][CH2:14][N:13]([C:16]3[CH:21]=[CH:20][CH:19]=[CH:18][C:17]=3[O:22][CH3:23])[CH2:12][CH2:11]2)[CH2:6][CH2:5][CH2:4][CH2:3][CH2:2]1.[ClH:41], predict the reactants needed to synthesize it. The reactants are: [CH:1]1([CH2:7][C@@H:8]([NH2:24])[CH2:9][N:10]2[CH2:15][CH2:14][N:13]([C:16]3[CH:21]=[CH:20][CH:19]=[CH:18][C:17]=3[O:22][CH3:23])[CH2:12][CH2:11]2)[CH2:6][CH2:5][CH2:4][CH2:3][CH2:2]1.C(N(CC)CC)C.[CH3:32][C:33]1([C:39]([Cl:41])=[O:40])[CH2:38][CH2:37][CH2:36][CH2:35][CH2:34]1. (3) Given the product [CH3:28][N:29]([CH3:30])[C:18](=[O:20])[C:17]1[CH:21]=[CH:22][C:14]([CH:11]2[CH2:10][CH2:9][N:8]([C:6](=[O:7])[C:5]3[CH:23]=[CH:24][C:2]([CH3:1])=[C:3]([N+:25]([O-:27])=[O:26])[CH:4]=3)[CH2:13][CH2:12]2)=[CH:15][CH:16]=1, predict the reactants needed to synthesize it. The reactants are: [CH3:1][C:2]1[CH:24]=[CH:23][C:5]([C:6]([N:8]2[CH2:13][CH2:12][CH:11]([C:14]3[CH:22]=[CH:21][C:17]([C:18]([OH:20])=O)=[CH:16][CH:15]=3)[CH2:10][CH2:9]2)=[O:7])=[CH:4][C:3]=1[N+:25]([O-:27])=[O:26].[CH3:28][NH:29][CH3:30].CCN(C(C)C)C(C)C.CCN=C=NCCCN(C)C. (4) Given the product [Br:1][C:2]1[C:3]([CH:34]2[CH2:25][CH2:24][CH2:23][C@@H:22]([NH:26][C:27](=[O:33])[O:28][C:29]([CH3:32])([CH3:31])[CH3:30])[CH2:21]2)=[C:4]2[C:10]([NH:11][C:12]([CH:14]3[CH2:16][C:15]3([CH3:18])[CH3:17])=[O:13])=[CH:9][NH:8][C:5]2=[N:6][CH:7]=1, predict the reactants needed to synthesize it. The reactants are: [Br:1][C:2]1[C:3](F)=[C:4]2[C:10]([NH:11][C:12]([CH:14]3[CH2:16][C:15]3([CH3:18])[CH3:17])=[O:13])=[CH:9][NH:8][C:5]2=[N:6][CH:7]=1.N1[CH2:25][CH2:24][CH2:23][C@@H:22]([NH:26][C:27](=[O:33])[O:28][C:29]([CH3:32])([CH3:31])[CH3:30])[CH2:21]1.[CH:34](O)(CC)C. (5) Given the product [F:16][C:13]1[CH:14]=[CH:15][C:10]([C:7]2[O:8][CH:9]=[C:5]([CH:3]([OH:4])[CH2:2][NH:1][C:27](=[O:28])[C:26]3[CH:30]=[CH:31][CH:32]=[C:24]([C:21]4[N:20]=[C:19]([C:18]([F:34])([F:33])[F:17])[O:23][N:22]=4)[CH:25]=3)[N:6]=2)=[CH:11][CH:12]=1, predict the reactants needed to synthesize it. The reactants are: [NH2:1][CH2:2][CH:3]([C:5]1[N:6]=[C:7]([C:10]2[CH:15]=[CH:14][C:13]([F:16])=[CH:12][CH:11]=2)[O:8][CH:9]=1)[OH:4].[F:17][C:18]([F:34])([F:33])[C:19]1[O:23][N:22]=[C:21]([C:24]2[CH:25]=[C:26]([CH:30]=[CH:31][CH:32]=2)[C:27](O)=[O:28])[N:20]=1. (6) The reactants are: [F:1][C:2]([F:15])([F:14])[C:3]1[CH:10]=[C:9]([N+:11]([O-:13])=[O:12])[CH:8]=[CH:7][C:4]=1[CH:5]=O.[CH3:16][C:17](=[O:22])[CH2:18][C:19](=[O:21])[CH3:20].C(O)(=O)C.N1CCCCC1. Given the product [N+:11]([C:9]1[CH:8]=[CH:7][C:4]([CH:5]=[C:18]([C:17](=[O:22])[CH3:16])[C:19](=[O:21])[CH3:20])=[C:3]([C:2]([F:15])([F:14])[F:1])[CH:10]=1)([O-:13])=[O:12], predict the reactants needed to synthesize it.